This data is from Full USPTO retrosynthesis dataset with 1.9M reactions from patents (1976-2016). The task is: Predict the reactants needed to synthesize the given product. (1) Given the product [OH:1][N:2]=[C:3]([C:5]1[CH:10]=[C:9]2[C:8]([CH2:11][CH2:13][NH:14][CH2:15]2)=[CH:7][CH:6]=1)[NH2:4], predict the reactants needed to synthesize it. The reactants are: [OH:1][N:2]=[C:3]([C:5]1[CH:10]=[CH:9][C:8]([CH2:11]O)=[CH:7][CH:6]=1)[NH2:4].[CH2:13]1C2C(=CC=C(C#N)C=2)C[CH2:15][NH:14]1. (2) Given the product [Cl:27][C:28]1[CH:41]=[CH:40][C:31]([O:32][C:33]2[CH:38]=[CH:37][CH:36]=[CH:35][C:34]=2[NH:39][C:7](=[O:9])[CH2:6][CH:5]([NH:4][C:1](=[O:3])[CH3:2])[C:10]2[CH:15]=[CH:14][CH:13]=[CH:12][CH:11]=2)=[CH:30][CH:29]=1, predict the reactants needed to synthesize it. The reactants are: [C:1]([NH:4][CH:5]([C:10]1[CH:15]=[CH:14][CH:13]=[CH:12][CH:11]=1)[CH2:6][C:7]([OH:9])=O)(=[O:3])[CH3:2].C(Cl)CCl.C(N(CC)CC)C.[Cl:27][C:28]1[CH:41]=[CH:40][C:31]([O:32][C:33]2[CH:38]=[CH:37][CH:36]=[CH:35][C:34]=2[NH2:39])=[CH:30][CH:29]=1. (3) Given the product [NH2:23][C@H:11]([C:9]([NH:8][C:3]1[CH:4]=[N:5][N:6]([CH3:7])[C:2]=1[NH2:1])=[O:10])[CH2:12][CH2:13][CH2:14][NH:15][C:16](=[O:22])[O:17][C:18]([CH3:20])([CH3:21])[CH3:19], predict the reactants needed to synthesize it. The reactants are: [NH2:1][C:2]1[N:6]([CH3:7])[N:5]=[CH:4][C:3]=1[NH:8][C:9]([C@@H:11]([NH:23]C(=O)OCC1C=CC=CC=1)[CH2:12][CH2:13][CH2:14][NH:15][C:16](=[O:22])[O:17][C:18]([CH3:21])([CH3:20])[CH3:19])=[O:10]. (4) Given the product [CH2:27]([N:34]1[CH2:39][CH2:38][O:37][CH:36]([CH2:40][N:8]2[C:9]3[C:5](=[CH:4][CH:3]=[C:2]([Cl:1])[CH:10]=3)[C:6]([C:11]([N:13]3[CH2:18][CH2:17][C:16]4([C:22]5[CH:23]=[CH:24][CH:25]=[CH:26][C:21]=5[CH2:20][O:19]4)[CH2:15][CH2:14]3)=[O:12])=[CH:7]2)[CH2:35]1)[C:28]1[CH:29]=[CH:30][CH:31]=[CH:32][CH:33]=1, predict the reactants needed to synthesize it. The reactants are: [Cl:1][C:2]1[CH:10]=[C:9]2[C:5]([C:6]([C:11]([N:13]3[CH2:18][CH2:17][C:16]4([C:22]5[CH:23]=[CH:24][CH:25]=[CH:26][C:21]=5[CH2:20][O:19]4)[CH2:15][CH2:14]3)=[O:12])=[CH:7][NH:8]2)=[CH:4][CH:3]=1.[CH2:27]([N:34]1[CH2:39][CH2:38][O:37][CH:36]([CH2:40]Cl)[CH2:35]1)[C:28]1[CH:33]=[CH:32][CH:31]=[CH:30][CH:29]=1. (5) Given the product [NH2:18][C:12]1[C:11]([C:2]#[C:1][C:3]2[CH:4]=[C:5]([OH:9])[CH:6]=[CH:7][CH:8]=2)=[N:16][C:15]([Br:17])=[CH:14][N:13]=1, predict the reactants needed to synthesize it. The reactants are: [C:1]([C:3]1[CH:4]=[C:5]([OH:9])[CH:6]=[CH:7][CH:8]=1)#[CH:2].Br[C:11]1[C:12]([NH2:18])=[N:13][CH:14]=[C:15]([Br:17])[N:16]=1.C(N(CC)CC)C. (6) Given the product [CH3:1][O:2][C:3]([C:5]1[C:14]2[C:9](=[CH:10][C:11]([O:15][C:17]3[CH:22]=[C:21]([CH2:23][O:24][CH3:25])[N:20]=[CH:19][N:18]=3)=[CH:12][CH:13]=2)[CH:8]=[CH:7][CH:6]=1)=[O:4], predict the reactants needed to synthesize it. The reactants are: [CH3:1][O:2][C:3]([C:5]1[C:14]2[C:9](=[CH:10][C:11]([OH:15])=[CH:12][CH:13]=2)[CH:8]=[CH:7][CH:6]=1)=[O:4].Cl[C:17]1[CH:22]=[C:21]([CH2:23][O:24][CH3:25])[N:20]=[CH:19][N:18]=1.[O-]P([O-])([O-])=O.[K+].[K+].[K+]. (7) Given the product [F:1][C:2]1[CH:3]=[C:4]([NH:31][C:52]([NH:51][C:49](=[O:50])[CH2:48][C:42]2[CH:43]=[CH:44][CH:45]=[CH:46][CH:47]=2)=[S:53])[CH:5]=[CH:6][C:7]=1[O:8][C:9]1[CH:14]=[CH:13][N:12]=[C:11]2[CH:15]=[C:16]([C:18]3[O:19][C:20]([CH2:23][N:24]4[CH2:25][CH2:26][N:27]([CH3:30])[CH2:28][CH2:29]4)=[CH:21][CH:22]=3)[S:17][C:10]=12, predict the reactants needed to synthesize it. The reactants are: [F:1][C:2]1[CH:3]=[C:4]([NH2:31])[CH:5]=[CH:6][C:7]=1[O:8][C:9]1[CH:14]=[CH:13][N:12]=[C:11]2[CH:15]=[C:16]([C:18]3[O:19][C:20]([CH2:23][N:24]4[CH2:29][CH2:28][N:27]([CH3:30])[CH2:26][CH2:25]4)=[CH:21][CH:22]=3)[S:17][C:10]=12.C1(C)C=CC=CC=1.C(O)C.[C:42]1([CH2:48][C:49]([N:51]=[C:52]=[S:53])=[O:50])[CH:47]=[CH:46][CH:45]=[CH:44][CH:43]=1. (8) Given the product [NH2:30][C:28]1[CH:27]=[CH:26][C:24]2[N:25]=[C:21]([C:19]([NH:18][C@@H:11]([C:12]3[CH:17]=[CH:16][CH:15]=[CH:14][CH:13]=3)[C:10]([N:9]([CH2:8][C:7]3[CH:35]=[CH:36][C:4]([F:3])=[CH:5][CH:6]=3)[CH3:34])=[O:33])=[O:20])[S:22][C:23]=2[CH:29]=1, predict the reactants needed to synthesize it. The reactants are: [NH4+].[Cl-].[F:3][C:4]1[CH:36]=[CH:35][C:7]([CH2:8][N:9]([CH3:34])[C:10](=[O:33])[C@@H:11]([NH:18][C:19]([C:21]2[S:22][C:23]3[CH:29]=[C:28]([N+:30]([O-])=O)[CH:27]=[CH:26][C:24]=3[N:25]=2)=[O:20])[C:12]2[CH:17]=[CH:16][CH:15]=[CH:14][CH:13]=2)=[CH:6][CH:5]=1. (9) Given the product [CH3:10][N:7]1[C:6]([C:11]([OH:13])=[O:12])=[C:5]([C:3]([N:2]2[CH2:14][CH2:27][O:26][CH2:25][CH2:1]2)=[O:4])[CH:9]=[N:8]1, predict the reactants needed to synthesize it. The reactants are: [CH3:1][N:2]([CH3:14])[C:3]([C:5]1[CH:9]=[N:8][N:7]([CH3:10])[C:6]=1[C:11]([OH:13])=[O:12])=[O:4].CN1C=C(C(N2C[CH2:27][O:26][CH2:25]C2)=O)C=N1. (10) Given the product [O:14]=[C:15]1[CH:17]2[CH2:21][CH2:20][CH2:19][C:18]2=[N:2][N:1]1[C:3]1[CH:4]=[CH:5][C:6]([C:7]([OH:9])=[O:8])=[CH:10][CH:11]=1, predict the reactants needed to synthesize it. The reactants are: [NH:1]([C:3]1[CH:11]=[CH:10][C:6]([C:7]([OH:9])=[O:8])=[CH:5][CH:4]=1)[NH2:2].C([O:14][C:15]([CH:17]1[CH2:21][CH2:20][CH2:19][C:18]1=O)=O)C.C1(C)C=CC(S(O)(=O)=O)=CC=1.